Dataset: Peptide-MHC class I binding affinity with 185,985 pairs from IEDB/IMGT. Task: Regression. Given a peptide amino acid sequence and an MHC pseudo amino acid sequence, predict their binding affinity value. This is MHC class I binding data. (1) The MHC is HLA-B53:01 with pseudo-sequence HLA-B53:01. The binding affinity (normalized) is 0.486. The peptide sequence is YGVLFSGVSW. (2) The peptide sequence is ITWKYPSV. The MHC is H-2-Db with pseudo-sequence H-2-Db. The binding affinity (normalized) is 0.180. (3) The peptide sequence is WLTPFEKEFT. The MHC is HLA-A02:06 with pseudo-sequence HLA-A02:06. The binding affinity (normalized) is 0.0447. (4) The peptide sequence is ERNEQGQTL. The MHC is HLA-B58:01 with pseudo-sequence HLA-B58:01. The binding affinity (normalized) is 0.0847.